Dataset: TCR-epitope binding with 47,182 pairs between 192 epitopes and 23,139 TCRs. Task: Binary Classification. Given a T-cell receptor sequence (or CDR3 region) and an epitope sequence, predict whether binding occurs between them. (1) The epitope is VTEHDTLLY. The TCR CDR3 sequence is CASRKGGSDTQYF. Result: 1 (the TCR binds to the epitope). (2) The epitope is YFPLQSYGF. The TCR CDR3 sequence is CASSQDLPLVETQYF. Result: 1 (the TCR binds to the epitope). (3) The epitope is RQLLFVVEV. The TCR CDR3 sequence is CASSYARQYEQYF. Result: 1 (the TCR binds to the epitope). (4) The epitope is KRWIIMGLNK. The TCR CDR3 sequence is CASSLLGGHPTQYF. Result: 1 (the TCR binds to the epitope). (5) The epitope is KTSVDCTMYI. The TCR CDR3 sequence is CASSPGMEQYF. Result: 0 (the TCR does not bind to the epitope). (6) The epitope is IVTDFSVIK. The TCR CDR3 sequence is CASSLRTLQETQYF. Result: 1 (the TCR binds to the epitope).